This data is from Reaction yield outcomes from USPTO patents with 853,638 reactions. The task is: Predict the reaction yield, written as a fraction of the theoretical maximum amount of product (1.0 means a 100% yield; for example, 0.34 means a 34% yield). (1) The catalyst is CO. The product is [Cl:1][CH2:2][C@:3]([C:14]1[CH:19]=[CH:18][C:17]([F:20])=[CH:16][C:15]=1[F:21])([OH:13])[C@H:4]([OH:6])[CH3:5]. The yield is 0.970. The reactants are [Cl:1][CH2:2][C@:3]([C:14]1[CH:19]=[CH:18][C:17]([F:20])=[CH:16][C:15]=1[F:21])([OH:13])[C@H:4]([O:6]C1CCCCO1)[CH3:5].O.C1(C)C=CC(S(O)(=O)=O)=CC=1. (2) The reactants are [NH2:1][C:2](=[S:17])[CH2:3][N:4]1[C:8]([CH3:9])=[C:7]([C:10]([O:12]C(C)(C)C)=[O:11])[CH:6]=[N:5]1.Br[CH2:19][C:20]([C:22]1[CH:27]=[CH:26][C:25]([Cl:28])=[C:24]([Cl:29])[CH:23]=1)=O. No catalyst specified. The product is [Cl:29][C:24]1[CH:23]=[C:22]([C:20]2[N:1]=[C:2]([CH2:3][N:4]3[C:8]([CH3:9])=[C:7]([C:10]([OH:12])=[O:11])[CH:6]=[N:5]3)[S:17][CH:19]=2)[CH:27]=[CH:26][C:25]=1[Cl:28]. The yield is 0.790. (3) The product is [CH3:25][O:24][CH:23]([O:26][CH3:27])[C:20]1[CH:21]=[CH:22][C:17]([C:15]2[O:14][N:13]=[C:12]([C:4]3[CH:5]=[CH:6][C:7]([O:8][CH:9]([CH3:11])[CH3:10])=[C:2]([CH:3]=3)[C:29]#[N:30])[N:16]=2)=[CH:18][CH:19]=1. The reactants are Br[C:2]1[CH:3]=[C:4]([C:12]2[N:16]=[C:15]([C:17]3[CH:22]=[CH:21][C:20]([CH:23]([O:26][CH3:27])[O:24][CH3:25])=[CH:19][CH:18]=3)[O:14][N:13]=2)[CH:5]=[CH:6][C:7]=1[O:8][CH:9]([CH3:11])[CH3:10].[Cu][C:29]#[N:30]. The yield is 0.393. The catalyst is N1C=CC=CC=1. (4) The reactants are C(N1C=C(C2SC(C(OCC)=O)=C(C)N=2)N=N1)C1C=CC=CC=1.[CH3:24][C:25]1[N:26]=[C:27]([C:35]2[N:36]=[N:37][N:38]([CH2:40][C:41]3[CH:46]=[CH:45][C:44]([C:47]([F:50])([F:49])[F:48])=[CH:43][CH:42]=3)[CH:39]=2)[S:28][C:29]=1[C:30]([O:32]CC)=[O:31]. No catalyst specified. The product is [CH3:24][C:25]1[N:26]=[C:27]([C:35]2[N:36]=[N:37][N:38]([CH2:40][C:41]3[CH:46]=[CH:45][C:44]([C:47]([F:50])([F:48])[F:49])=[CH:43][CH:42]=3)[CH:39]=2)[S:28][C:29]=1[C:30]([OH:32])=[O:31]. The yield is 0.980. (5) The reactants are [Cl:1][C:2]1[C:27]([C:28]([F:31])([F:30])[F:29])=[CH:26][CH:25]=[CH:24][C:3]=1[CH2:4][N:5]([CH2:10][CH:11]([C:18]1[CH:23]=[CH:22][CH:21]=[CH:20][CH:19]=1)[C:12]1[CH:17]=[CH:16][CH:15]=[CH:14][CH:13]=1)[CH2:6][CH2:7][CH2:8][OH:9].[C:32]([O:36][C:37]([N:39]1[CH2:44][CH2:43][N:42]([C:45]2[CH:50]=[CH:49][CH:48]=[C:47](O)[CH:46]=2)[CH2:41][CH2:40]1)=[O:38])([CH3:35])([CH3:34])[CH3:33].C1(P(C2C=CC=CC=2)C2C=CC=CC=2)C=CC=CC=1.CC(OC(/N=N/C(OC(C)C)=O)=O)C. The catalyst is C1(C)C=CC=CC=1. The product is [C:32]([O:36][C:37]([N:39]1[CH2:44][CH2:43][N:42]([C:45]2[CH:50]=[CH:49][CH:48]=[C:47]([O:9][CH2:8][CH2:7][CH2:6][N:5]([CH2:4][C:3]3[CH:24]=[CH:25][CH:26]=[C:27]([C:28]([F:29])([F:30])[F:31])[C:2]=3[Cl:1])[CH2:10][CH:11]([C:12]3[CH:17]=[CH:16][CH:15]=[CH:14][CH:13]=3)[C:18]3[CH:19]=[CH:20][CH:21]=[CH:22][CH:23]=3)[CH:46]=2)[CH2:41][CH2:40]1)=[O:38])([CH3:35])([CH3:33])[CH3:34]. The yield is 0.840. (6) The reactants are [N:1]([CH2:4][C@@H:5]1[O:10][CH2:9][C@@H:8]([N:11]2[C:15]3=[C:16]4[S:22][CH:21]=[CH:20][C:17]4=[N:18][CH:19]=[C:14]3[N:13]=[C:12]2[C@H:23]([OH:25])[CH3:24])[CH2:7][CH2:6]1)=[N+]=[N-]. The catalyst is CO.[Pd]. The yield is 0.990. The product is [NH2:1][CH2:4][C@@H:5]1[O:10][CH2:9][C@@H:8]([N:11]2[C:15]3=[C:16]4[S:22][CH:21]=[CH:20][C:17]4=[N:18][CH:19]=[C:14]3[N:13]=[C:12]2[C@H:23]([OH:25])[CH3:24])[CH2:7][CH2:6]1.